From a dataset of Full USPTO retrosynthesis dataset with 1.9M reactions from patents (1976-2016). Predict the reactants needed to synthesize the given product. (1) Given the product [CH3:23][C:12]1[CH:13]=[C:14]2[C:15](=[CH:20][C:11]=1[CH2:10][C:9]1[CH:8]=[CH:7][C:6]([N:1]3[CH:5]=[CH:4][CH:3]=[N:2]3)=[CH:25][CH:24]=1)[C:16](=[O:17])[N:26]([C@@H:27]1[C@@H:32]([OH:33])[CH2:31][CH2:30][O:29][CH2:28]1)[CH2:21]2, predict the reactants needed to synthesize it. The reactants are: [N:1]1([C:6]2[CH:25]=[CH:24][C:9]([CH2:10][C:11]3[C:12]([CH3:23])=[CH:13][C:14]([CH:21]=O)=[C:15]([CH:20]=3)[C:16](OC)=[O:17])=[CH:8][CH:7]=2)[CH:5]=[CH:4][CH:3]=[N:2]1.[NH2:26][C@@H:27]1[C@@H:32]([OH:33])[CH2:31][CH2:30][O:29][CH2:28]1. (2) Given the product [CH3:10][O:9][CH:8]([O:11][CH3:12])[C:5]1[CH:6]=[CH:7][C:2]([CH:21]=[O:22])=[CH:3][C:4]=1[F:13], predict the reactants needed to synthesize it. The reactants are: Br[C:2]1[CH:7]=[CH:6][C:5]([CH:8]([O:11][CH3:12])[O:9][CH3:10])=[C:4]([F:13])[CH:3]=1.C([Li])CCC.CN(C)[CH:21]=[O:22].O. (3) Given the product [CH3:1][C:2]1[CH:7]=[CH:6][C:5]([S:8]([O:11][CH2:12][CH:13]2[CH2:17][C:16]3[CH:18]=[CH:19][CH:20]=[C:21]([C:4]4[CH:5]=[CH:6][CH:7]=[C:2]([CH3:1])[CH:3]=4)[C:15]=3[O:14]2)(=[O:10])=[O:9])=[CH:4][CH:3]=1, predict the reactants needed to synthesize it. The reactants are: [CH3:1][C:2]1[CH:7]=[CH:6][C:5]([S:8]([O:11][CH2:12][CH:13]2[CH2:17][C:16]3[CH:18]=[CH:19][CH:20]=[C:21](OS(C(F)(F)F)(=O)=O)[C:15]=3[O:14]2)(=[O:10])=[O:9])=[CH:4][CH:3]=1.P([O-])([O-])([O-])=O.[K+].[K+].[K+].